Dataset: Reaction yield outcomes from USPTO patents with 853,638 reactions. Task: Predict the reaction yield, written as a fraction of the theoretical maximum amount of product (1.0 means a 100% yield; for example, 0.34 means a 34% yield). (1) The reactants are Br[CH2:2][C:3]1[CH:12]=[C:11]([O:13]C(=O)C)[C:6]([C:7]([O:9][CH3:10])=[O:8])=[C:5]([O:17]C(=O)C)[CH:4]=1.[N-:21]=[N+]=[N-].[Na+].[Cl:25]CCl. The catalyst is CN(C)C=O.C(O)C. The product is [ClH:25].[NH2:21][CH2:2][C:3]1[CH:12]=[C:11]([OH:13])[C:6]([C:7]([O:9][CH3:10])=[O:8])=[C:5]([OH:17])[CH:4]=1. The yield is 0.520. (2) The reactants are [OH:1][C:2]1[CH:35]=[CH:34][C:5]([CH2:6][NH:7][C:8]2[N:13]=[C:12]([O:14][CH2:15][C:16]([F:19])([F:18])[F:17])[N:11]=[C:10]([NH:20][C:21]3[CH:33]=[CH:32][C:24]([C:25]([O:27][C:28]([CH3:31])([CH3:30])[CH3:29])=[O:26])=[CH:23][CH:22]=3)[N:9]=2)=[CH:4][CH:3]=1.[Br:36][CH2:37][CH2:38]Br.C(=O)([O-])[O-].[K+].[K+]. The catalyst is CC(C)=O. The product is [Br:36][CH2:37][CH2:38][O:1][C:2]1[CH:35]=[CH:34][C:5]([CH2:6][NH:7][C:8]2[N:13]=[C:12]([O:14][CH2:15][C:16]([F:19])([F:17])[F:18])[N:11]=[C:10]([NH:20][C:21]3[CH:33]=[CH:32][C:24]([C:25]([O:27][C:28]([CH3:30])([CH3:31])[CH3:29])=[O:26])=[CH:23][CH:22]=3)[N:9]=2)=[CH:4][CH:3]=1. The yield is 0.600.